From a dataset of Reaction yield outcomes from USPTO patents with 853,638 reactions. Predict the reaction yield, written as a fraction of the theoretical maximum amount of product (1.0 means a 100% yield; for example, 0.34 means a 34% yield). (1) The reactants are [F:1][C:2]1[CH:9]=[C:8]([CH:10]=O)[CH:7]=[CH:6][C:3]=1[C:4]#[N:5].[C:12]([OH:18])(=[O:17])[CH2:13]C(O)=O.C([O-])(=O)C.[NH4+:23]. The catalyst is C(O)C. The product is [NH2:23][CH:10]([C:8]1[CH:7]=[CH:6][C:3]([C:4]#[N:5])=[C:2]([F:1])[CH:9]=1)[CH2:13][C:12]([OH:18])=[O:17]. The yield is 0.520. (2) The reactants are [CH3:1][O:2][C:3](=[O:15])[C:4]1[CH:9]=[C:8](I)[C:7]([CH:11]([CH3:13])[CH3:12])=[CH:6][C:5]=1[NH2:14].O1CCO[CH2:18][CH2:17]1. The catalyst is C1C=CC([P]([Pd]([P](C2C=CC=CC=2)(C2C=CC=CC=2)C2C=CC=CC=2)([P](C2C=CC=CC=2)(C2C=CC=CC=2)C2C=CC=CC=2)[P](C2C=CC=CC=2)(C2C=CC=CC=2)C2C=CC=CC=2)(C2C=CC=CC=2)C2C=CC=CC=2)=CC=1. The product is [CH3:1][O:2][C:3](=[O:15])[C:4]1[CH:9]=[C:8]([C:17]#[CH:18])[C:7]([CH:11]([CH3:13])[CH3:12])=[CH:6][C:5]=1[NH2:14]. The yield is 0.720.